From a dataset of Forward reaction prediction with 1.9M reactions from USPTO patents (1976-2016). Predict the product of the given reaction. (1) Given the reactants NC1C=C(C=CC=1)OC1C(F)=C(O[C:14]2[CH:24]=[CH:23][C:17]([C:18]([O:20][CH2:21][CH3:22])=[O:19])=[CH:16][C:15]=2OC)C(F)=C(OC2C=C(C#N)C=C(OC)C=2C2C=CC=CC=2)N=1.N#CN.Cl, predict the reaction product. The product is: [C:18]([O:20][CH2:21][CH3:22])(=[O:19])[C:17]1[CH:23]=[CH:24][CH:14]=[CH:15][CH:16]=1. (2) Given the reactants [CH3:1][C:2]([C:6]1[S:7][CH:8]=[C:9]([C:11]2[CH:16]=[CH:15][C:14]([C:17]([F:20])([F:19])[F:18])=[CH:13][CH:12]=2)[N:10]=1)([CH3:5])[CH2:3][NH2:4].[F:21][C:22]([F:38])([F:37])[C:23]1[O:27][N:26]=[C:25]([C:28]2[CH:29]=[C:30]([CH:34]=[CH:35][CH:36]=2)[C:31](O)=[O:32])[N:24]=1, predict the reaction product. The product is: [CH3:5][C:2]([C:6]1[S:7][CH:8]=[C:9]([C:11]2[CH:16]=[CH:15][C:14]([C:17]([F:19])([F:20])[F:18])=[CH:13][CH:12]=2)[N:10]=1)([CH3:1])[CH2:3][NH:4][C:31](=[O:32])[C:30]1[CH:34]=[CH:35][CH:36]=[C:28]([C:25]2[N:24]=[C:23]([C:22]([F:38])([F:37])[F:21])[O:27][N:26]=2)[CH:29]=1. (3) Given the reactants [CH:1]([O:4][C:5]([N:7]1[CH2:12][CH2:11][CH:10]([O:13][C:14]2[C:19]([O:20][CH3:21])=[C:18](Cl)[N:17]=[CH:16][N:15]=2)[CH2:9][CH2:8]1)=[O:6])([CH3:3])[CH3:2].[CH3:23][C:24]1[C:29]([NH2:30])=[CH:28][CH:27]=[C:26]([N:31]2[CH:35]=[N:34][CH:33]=[N:32]2)[N:25]=1.CC(C)([O-])C.[Na+], predict the reaction product. The product is: [CH:1]([O:4][C:5]([N:7]1[CH2:12][CH2:11][CH:10]([O:13][C:14]2[C:19]([O:20][CH3:21])=[C:18]([NH:30][C:29]3[C:24]([CH3:23])=[N:25][C:26]([N:31]4[CH:35]=[N:34][CH:33]=[N:32]4)=[CH:27][CH:28]=3)[N:17]=[CH:16][N:15]=2)[CH2:9][CH2:8]1)=[O:6])([CH3:3])[CH3:2].